Dataset: Full USPTO retrosynthesis dataset with 1.9M reactions from patents (1976-2016). Task: Predict the reactants needed to synthesize the given product. The reactants are: [Cl:1][C:2]1[N:7]=[C:6](Cl)[CH:5]=[CH:4][N:3]=1.[CH3:9][O:10][C:11]1[CH:17]=[CH:16][CH:15]=[C:14]([CH3:18])[C:12]=1[NH2:13].CCN(C(C)C)C(C)C. Given the product [Cl:1][C:2]1[N:7]=[C:6]([NH:13][C:12]2[C:14]([CH3:18])=[CH:15][CH:16]=[CH:17][C:11]=2[O:10][CH3:9])[CH:5]=[CH:4][N:3]=1, predict the reactants needed to synthesize it.